Dataset: Full USPTO retrosynthesis dataset with 1.9M reactions from patents (1976-2016). Task: Predict the reactants needed to synthesize the given product. Given the product [Cl:1][C:2]1[C:3]2[C:4]3[C:5](=[CH:13][N:14]([C@@H:16]4[O:22][C@H:21]([CH2:23][O:24][Si:31]([C:34]([CH3:37])([CH3:36])[CH3:35])([CH3:33])[CH3:32])[C@@H:19]([OH:20])[C@@:17]4([CH3:25])[OH:18])[N:15]=2)[CH:6]=[CH:7][C:8]=3[C:9](=[O:12])[NH:10][N:11]=1, predict the reactants needed to synthesize it. The reactants are: [Cl:1][C:2]1[C:3]2[C:4]3[C:5](=[CH:13][N:14]([C@@H:16]4[O:22][C@H:21]([CH2:23][OH:24])[C@@H:19]([OH:20])[C@@:17]4([CH3:25])[OH:18])[N:15]=2)[CH:6]=[CH:7][C:8]=3[C:9](=[O:12])[NH:10][N:11]=1.N1C=CN=C1.[Si:31](Cl)([C:34]([CH3:37])([CH3:36])[CH3:35])([CH3:33])[CH3:32].C(=O)(O)[O-].[Na+].